This data is from Catalyst prediction with 721,799 reactions and 888 catalyst types from USPTO. The task is: Predict which catalyst facilitates the given reaction. (1) Reactant: [C:1]([C:5]1[CH:18]=[CH:17][C:16]2[C:15]([C:20]3[CH:25]=[CH:24][C:23]([C:26]4[O:27][C:28]([C:31]5[CH:36]=[CH:35][CH:34]=[CH:33][CH:32]=5)=[N:29][N:30]=4)=[CH:22][CH:21]=3)(O)[C:14]3[C:9](=[CH:10][CH:11]=[CH:12][CH:13]=3)[C:8]([C:38]3[CH:43]=[CH:42][C:41]([C:44]4[O:45][C:46]([C:49]5[CH:54]=[CH:53][CH:52]=[CH:51][CH:50]=5)=[N:47][N:48]=4)=[CH:40][CH:39]=3)(O)[C:7]=2[CH:6]=1)([CH3:4])([CH3:3])[CH3:2].[I-].[K+].O.[PH2](=O)[O-].[Na+].[PH2](=O)O.C(=O)([O-])O.[Na+]. Product: [C:1]([C:5]1[CH:18]=[CH:17][C:16]2[C:7](=[C:8]([C:38]3[CH:39]=[CH:40][C:41]([C:44]4[O:45][C:46]([C:49]5[CH:54]=[CH:53][CH:52]=[CH:51][CH:50]=5)=[N:47][N:48]=4)=[CH:42][CH:43]=3)[C:9]3[C:14]([C:15]=2[C:20]2[CH:21]=[CH:22][C:23]([C:26]4[O:27][C:28]([C:31]5[CH:36]=[CH:35][CH:34]=[CH:33][CH:32]=5)=[N:29][N:30]=4)=[CH:24][CH:25]=2)=[CH:13][CH:12]=[CH:11][CH:10]=3)[CH:6]=1)([CH3:4])([CH3:2])[CH3:3]. The catalyst class is: 15. (2) Reactant: [Cl:1][C:2]1[C:3]([C:14]2[N:18]([CH3:19])[C:17]3[CH:20]=[CH:21][CH:22]=[CH:23][C:16]=3[N:15]=2)=[N:4][C:5]([N:8]2[CH2:13][CH2:12][NH:11][CH2:10][CH2:9]2)=[N:6][CH:7]=1.C[CH2:25][N:26]([CH2:29]C)CC.ClC(Cl)([O:34]C(=O)OC(Cl)(Cl)Cl)Cl.CN. Product: [Cl:1][C:2]1[C:3]([C:14]2[N:18]([CH3:19])[C:17]3[CH:20]=[CH:21][CH:22]=[CH:23][C:16]=3[N:15]=2)=[N:4][C:5]([N:8]2[CH2:9][CH2:10][N:11]([C:25]([NH:26][CH3:29])=[O:34])[CH2:12][CH2:13]2)=[N:6][CH:7]=1. The catalyst class is: 98.